This data is from Hepatocyte clearance measurements from AstraZeneca. The task is: Regression/Classification. Given a drug SMILES string, predict its absorption, distribution, metabolism, or excretion properties. Task type varies by dataset: regression for continuous measurements (e.g., permeability, clearance, half-life) or binary classification for categorical outcomes (e.g., BBB penetration, CYP inhibition). For this dataset (clearance_hepatocyte_az), we predict log10(clearance) (log10 of the in vitro intrinsic clearance, CLint, in uL/min per 10^6 hepatocytes; values are censored to the assay range of 3 to 150, which is 0.477 to 2.18 on this log10 scale). (1) The drug is COc1ccc(CNCc2cccc(CCNC[C@H](O)c3ccc(O)c4[nH]c(=O)sc34)c2)cc1. The log10(clearance) is 1.11. (2) The drug is C[C@H]1CN(Cc2cc(Cl)ccc2OCC(=O)O)C[C@@H](C)N1C(=O)Cc1ccccc1. The log10(clearance) is 1.30. (3) The drug is CN[C@@H](C)C(=O)N[C@H](C(=O)N1CC[C@H]2CCN(CCc3ccccc3)C[C@H]21)C1CCCCC1. The log10(clearance) is 1.02. (4) The molecule is CC(=O)N1N=C(c2ccc(Br)cc2)CC1c1ccc(C)cc1. The log10(clearance) is 1.49.